Dataset: Full USPTO retrosynthesis dataset with 1.9M reactions from patents (1976-2016). Task: Predict the reactants needed to synthesize the given product. (1) Given the product [C:21]([C:17]1[CH:16]=[C:15]([CH:20]=[CH:19][CH:18]=1)[O:14][C:12]1[CH2:13][N:9]([C@@H:4]([CH2:5][CH:6]([CH3:7])[CH3:8])[C:3]([OH:24])=[O:2])[C:10](=[O:23])[CH:11]=1)#[N:22], predict the reactants needed to synthesize it. The reactants are: C[O:2][C:3](=[O:24])[C@@H:4]([N:9]1[CH2:13][C:12]([O:14][C:15]2[CH:20]=[CH:19][CH:18]=[C:17]([C:21]#[N:22])[CH:16]=2)=[CH:11][C:10]1=[O:23])[CH2:5][CH:6]([CH3:8])[CH3:7].O.[OH-].[Li+]. (2) Given the product [Cl:26][C:23]1[CH:24]=[CH:25][C:20]([C:18]([NH:17][CH:13]([CH2:12][C:7]2[C:5]3[C:4](=[CH:3][CH:2]=[CH:1][CH:6]=3)[NH:11][C:9](=[O:10])[CH:8]=2)[C:14]([O:16][CH2:28][CH2:29][CH:30]2[O:34][CH2:33][CH2:32][O:31]2)=[O:15])=[O:19])=[CH:21][CH:22]=1, predict the reactants needed to synthesize it. The reactants are: [CH:1]1[CH:2]=[CH:3][C:4]2[NH:11][C:9](=[O:10])[CH:8]=[C:7]([CH2:12][CH:13]([NH:17][C:18]([C:20]3[CH:21]=[CH:22][C:23]([Cl:26])=[CH:24][CH:25]=3)=[O:19])[C:14]([OH:16])=[O:15])[C:5]=2[CH:6]=1.Br[CH2:28][CH2:29][CH:30]1[O:34][CH2:33][CH2:32][O:31]1. (3) Given the product [F:1][C:2]([F:25])([C:21]([F:22])([F:23])[F:24])[CH2:3][CH2:4][CH2:5][CH2:6][CH2:7][CH2:8][O:9][CH2:10][CH2:11][CH2:12][CH2:13][CH2:14][CH2:15][CH2:16][CH2:17][CH2:18][CH2:19][CH2:20][OH:35], predict the reactants needed to synthesize it. The reactants are: [F:1][C:2]([F:25])([C:21]([F:24])([F:23])[F:22])[CH2:3][CH2:4][CH2:5][CH2:6][CH2:7][CH2:8][O:9][CH2:10][CH2:11][CH2:12][CH2:13][CH2:14][CH2:15][CH2:16][CH2:17][CH2:18][CH:19]=[CH2:20].B1C2CCCC1CCC2.[OH:35]O.[OH-].[Na+]. (4) Given the product [CH2:1]([O:5][CH2:6][CH2:7][O:8][C:9]1[CH:10]=[CH:11][C:12]([C:15]2[CH:16]=[CH:17][C:18]3[N:25]([CH2:26][CH:27]([CH3:28])[CH3:29])[CH2:24][CH2:23][CH2:22][C:21]([C:30]([NH:47][C:46]4[CH:48]=[CH:49][C:50]([S:51][CH2:52][C:53]5[N:57]([CH2:58][CH2:59][CH3:60])[CH:56]=[N:55][C:54]=5[CH3:61])=[C:44]([CH3:43])[CH:45]=4)=[O:31])=[CH:20][C:19]=3[CH:33]=2)=[CH:13][CH:14]=1)[CH2:2][CH2:3][CH3:4], predict the reactants needed to synthesize it. The reactants are: [CH2:1]([O:5][CH2:6][CH2:7][O:8][C:9]1[CH:14]=[CH:13][C:12]([C:15]2[CH:16]=[CH:17][C:18]3[N:25]([CH2:26][CH:27]([CH3:29])[CH3:28])[CH2:24][CH2:23][CH2:22][C:21]([C:30](O)=[O:31])=[CH:20][C:19]=3[CH:33]=2)=[CH:11][CH:10]=1)[CH2:2][CH2:3][CH3:4].CN(C=O)C.S(Cl)(Cl)=O.[CH3:43][C:44]1[CH:45]=[C:46]([CH:48]=[CH:49][C:50]=1[S:51][CH2:52][C:53]1[N:57]([CH2:58][CH2:59][CH3:60])[CH:56]=[N:55][C:54]=1[CH3:61])[NH2:47]. (5) Given the product [Br:1][C:2]1[S:6][C:5]([NH:7][CH2:8][C@@H:29]([NH:30][C:35](=[O:36])[O:37][C:38]([CH3:40])([CH3:39])[CH3:41])[CH2:28][N:26]2[CH:27]=[C:23]([C:22]([F:42])([F:21])[F:43])[N:24]=[CH:25]2)=[N:4][CH:3]=1, predict the reactants needed to synthesize it. The reactants are: [Br:1][C:2]1[S:6][C:5]([NH:7][C:8](=O)OC(C)(C)C)=[N:4][CH:3]=1.C([O-])([O-])=O.[Cs+].[Cs+].[F:21][C:22]([F:43])([F:42])[C:23]1[N:24]=[CH:25][N:26]([CH2:28][C@H:29]2COS(=O)[N:30]2[C:35]([O:37][C:38]([CH3:41])([CH3:40])[CH3:39])=[O:36])[CH:27]=1.